The task is: Predict which catalyst facilitates the given reaction.. This data is from Catalyst prediction with 721,799 reactions and 888 catalyst types from USPTO. (1) Reactant: [CH:1]([C:3]1[CH:12]=[CH:11][C:6]([C:7]([O:9][CH3:10])=[O:8])=[CH:5][CH:4]=1)=[O:2].[CH2:13]([Mg]Br)[CH2:14][CH3:15]. Product: [OH:2][CH:1]([C:3]1[CH:12]=[CH:11][C:6]([C:7]([O:9][CH3:10])=[O:8])=[CH:5][CH:4]=1)[CH2:13][CH2:14][CH3:15]. The catalyst class is: 7. (2) Reactant: C(OC([N:8]1[CH2:13][CH2:12][CH2:11][C@@H:10]([NH:14][C:15]2[N:20]=[C:19]([C:21]3[N:28]4[C:24]([S:25][CH:26]=[CH:27]4)=[N:23][C:22]=3[C:29]3[CH:34]=[CH:33][CH:32]=[C:31]([C:35]4[N:39]=[C:38]([CH3:40])[O:37][N:36]=4)[CH:30]=3)[CH:18]=[CH:17][N:16]=2)[CH2:9]1)=O)(C)(C)C.Cl. Product: [CH3:40][C:38]1[O:37][N:36]=[C:35]([C:31]2[CH:30]=[C:29]([C:22]3[N:23]=[C:24]4[N:28]([C:21]=3[C:19]3[CH:18]=[CH:17][N:16]=[C:15]([NH:14][C@@H:10]5[CH2:11][CH2:12][CH2:13][NH:8][CH2:9]5)[N:20]=3)[CH:27]=[CH:26][S:25]4)[CH:34]=[CH:33][CH:32]=2)[N:39]=1. The catalyst class is: 13. (3) Reactant: [O:1]1CCO[CH:2]1[C:6]1[CH:7]=[C:8]([N:15]2[CH2:20][CH2:19][O:18][CH2:17][CH2:16]2)[CH:9]=[CH:10][C:11]=1[N+:12]([O-:14])=[O:13].C1(C)C=CC(S(O)(=O)=O)=CC=1.C(OCC)(=O)C. Product: [O:18]1[CH2:19][CH2:20][N:15]([C:8]2[CH:9]=[CH:10][C:11]([N+:12]([O-:14])=[O:13])=[C:6]([CH:7]=2)[CH:2]=[O:1])[CH2:16][CH2:17]1. The catalyst class is: 95. (4) Reactant: [C:1]1([C:14]([OH:16])=O)[C:13]2[NH:12][C:11]3[C:6](=[CH:7][CH:8]=[CH:9][CH:10]=3)[C:5]=2[CH:4]=[CH:3][CH:2]=1.ON1C2C=CC=CC=2N=N1.Cl.C(N=C=NCCCN(C)C)C.[N:39]1([C:44]2[CH:45]=[C:46]([CH:48]=[CH:49][CH:50]=2)[NH2:47])[CH:43]=[N:42][CH:41]=[N:40]1. Product: [N:39]1([C:44]2[CH:45]=[C:46]([NH:47][C:14]([C:1]3[C:13]4[NH:12][C:11]5[C:6](=[CH:7][CH:8]=[CH:9][CH:10]=5)[C:5]=4[CH:4]=[CH:3][CH:2]=3)=[O:16])[CH:48]=[CH:49][CH:50]=2)[CH:43]=[N:42][CH:41]=[N:40]1. The catalyst class is: 112. (5) Reactant: CS(O)(=O)=O.[NH2:6][CH2:7][C:8]1[CH:9]=[C:10]2[C:14](=[CH:15][CH:16]=1)[C:13](=[O:17])[N:12]([CH:18]1[CH2:23][CH2:22][C:21](=[O:24])[NH:20][C:19]1=[O:25])[CH2:11]2.[C:26](N1C=CN=C1)(N1C=CN=C1)=[O:27].[N:38]1[CH:43]=[CH:42][CH:41]=[CH:40][C:39]=1[O:44][C:45]1[CH:46]=[C:47]([NH2:51])[CH:48]=[CH:49][CH:50]=1.O. Product: [O:25]=[C:19]1[CH:18]([N:12]2[CH2:11][C:10]3[C:14](=[CH:15][CH:16]=[C:8]([CH2:7][NH:6][C:26]([NH:51][C:47]4[CH:48]=[CH:49][CH:50]=[C:45]([O:44][C:39]5[CH:40]=[CH:41][CH:42]=[CH:43][N:38]=5)[CH:46]=4)=[O:27])[CH:9]=3)[C:13]2=[O:17])[CH2:23][CH2:22][C:21](=[O:24])[NH:20]1. The catalyst class is: 3. (6) Reactant: C([O:5][C:6](=[O:41])[CH2:7][O:8][C:9]1[CH:10]=[C:11]2[C:15](=[CH:16][CH:17]=1)[N:14]([C:18](=[O:20])[NH2:19])[CH:13]=[C:12]2[NH:21][C:22]([N:24]1[C@H:29]([C:30](=[O:40])[NH:31][CH2:32][C:33]2[CH:38]=[CH:37][CH:36]=[CH:35][C:34]=2[F:39])[CH2:28][C@@H:27]2[C@H:25]1[CH2:26]2)=[O:23])(C)(C)C.C(O)(C(F)(F)F)=O. Product: [C:18]([N:14]1[C:15]2[C:11](=[CH:10][C:9]([O:8][CH2:7][C:6]([OH:41])=[O:5])=[CH:17][CH:16]=2)[C:12]([NH:21][C:22]([N:24]2[C@H:29]([C:30](=[O:40])[NH:31][CH2:32][C:33]3[CH:38]=[CH:37][CH:36]=[CH:35][C:34]=3[F:39])[CH2:28][C@@H:27]3[C@H:25]2[CH2:26]3)=[O:23])=[CH:13]1)(=[O:20])[NH2:19]. The catalyst class is: 2. (7) Product: [Cl:1][C:2]1[N:3]=[N:4][CH:5]=[C:6]([N:9]2[CH2:13][CH2:12][C@@H:11]([NH:14][C:15](=[O:21])[O:16][C:17]([CH3:19])([CH3:18])[CH3:20])[CH2:10]2)[CH:7]=1. The catalyst class is: 1. Reactant: [Cl:1][C:2]1[N:3]=[N:4][CH:5]=[C:6](Cl)[CH:7]=1.[NH:9]1[CH2:13][CH2:12][C@@H:11]([NH:14][C:15](=[O:21])[O:16][C:17]([CH3:20])([CH3:19])[CH3:18])[CH2:10]1.C(N(CC)CC)C.